Dataset: Full USPTO retrosynthesis dataset with 1.9M reactions from patents (1976-2016). Task: Predict the reactants needed to synthesize the given product. (1) Given the product [CH3:20][C:21]1([CH3:35])[CH2:26][O:25][B:24]([C:2]2[CH:7]=[CH:6][C:5]([CH:8]3[CH2:12][CH2:11][N:10]([C:13]([O:15][C:16]([CH3:19])([CH3:18])[CH3:17])=[O:14])[CH2:9]3)=[CH:4][CH:3]=2)[O:23][CH2:22]1, predict the reactants needed to synthesize it. The reactants are: Br[C:2]1[CH:7]=[CH:6][C:5]([CH:8]2[CH2:12][CH2:11][N:10]([C:13]([O:15][C:16]([CH3:19])([CH3:18])[CH3:17])=[O:14])[CH2:9]2)=[CH:4][CH:3]=1.[CH3:20][C:21]1([CH3:35])[CH2:26][O:25][B:24]([B:24]2[O:25][CH2:26][C:21]([CH3:35])([CH3:20])[CH2:22][O:23]2)[O:23][CH2:22]1.CC([O-])=O.[K+]. (2) Given the product [NH2:1][C:4]1[C:12]2[C:7](=[CH:8][CH:9]=[C:10]([C:13]([O:36][CH:30]3[CH2:35][CH2:34][CH2:33][CH2:32][CH2:31]3)=[O:14])[CH:11]=2)[NH:6][C:5]=1[C:16]1[C:25](=[O:26])[NH:24][C:23]2[C:18](=[CH:19][CH:20]=[CH:21][CH:22]=2)[N:17]=1, predict the reactants needed to synthesize it. The reactants are: [N+:1]([C:4]1[C:12]2[C:7](=[CH:8][CH:9]=[C:10]([C:13](Cl)=[O:14])[CH:11]=2)[NH:6][C:5]=1[C:16]1[C:25](=[O:26])[NH:24][C:23]2[C:18](=[CH:19][CH:20]=[CH:21][CH:22]=2)[N:17]=1)([O-])=O.C(Cl)Cl.[CH:30]1([OH:36])[CH2:35][CH2:34][CH2:33][CH2:32][CH2:31]1.Cl[Sn]Cl. (3) Given the product [CH2:25]([O:32][CH2:33][C:34]1([CH2:54][N:55]2[C:59]3[CH:60]=[C:61]([C:64]#[N:65])[CH:62]=[CH:63][C:58]=3[N:57]=[CH:56]2)[CH2:53][CH2:52][CH2:51][C:36]2([O:40][C:39](=[O:41])[N:38]([C:42]3[CH:43]=[CH:44][CH:45]=[C:46]([O:49][CH2:50][CH3:1])[CH:47]=3)[CH2:37]2)[CH2:35]1)[C:26]1[CH:27]=[CH:28][CH:29]=[CH:30][CH:31]=1, predict the reactants needed to synthesize it. The reactants are: [CH2:1](OC1C=C(N2CC3(CCCC(C(OC)=O)C3)OC2=O)C=CC=1)C.[CH2:25]([O:32][CH2:33][C:34]1([CH2:54][N:55]2[C:59]3[CH:60]=[C:61]([C:64]#[N:65])[CH:62]=[CH:63][C:58]=3[N:57]=[CH:56]2)[CH2:53][CH2:52][CH2:51][C:36]2([O:40][C:39](=[O:41])[N:38]([CH2:42][C:43]3C=[CH:47][C:46]([O:49][CH3:50])=[CH:45][CH:44]=3)[CH2:37]2)[CH2:35]1)[C:26]1[CH:31]=[CH:30][CH:29]=[CH:28][CH:27]=1. (4) The reactants are: C(=O)([O-])[O-].[Cs+].[Cs+].[OH:7][C:8]1[CH:9]=[C:10]2[C:14](=[CH:15][CH:16]=1)[NH:13][CH:12]=[CH:11]2.Br[C:18]([CH3:25])([CH3:24])[C:19]([O:21][CH2:22][CH3:23])=[O:20]. Given the product [CH2:22]([O:21][C:19](=[O:20])[C:18]([O:7][C:8]1[CH:9]=[C:10]2[C:14](=[CH:15][CH:16]=1)[NH:13][CH:12]=[CH:11]2)([CH3:25])[CH3:24])[CH3:23], predict the reactants needed to synthesize it. (5) Given the product [Br:1][CH2:2][CH2:3][CH2:4][CH2:5][CH2:6][CH2:7][CH2:8][CH2:9][CH2:10][CH2:11][CH2:12][SH:15], predict the reactants needed to synthesize it. The reactants are: [Br:1][CH2:2][CH2:3][CH2:4][CH2:5][CH2:6][CH2:7][CH2:8][CH2:9][CH2:10][CH:11]=[CH2:12].C([O-])(=[S:15])C.C(O)(=S)C. (6) Given the product [Br:1][C:2]1[CH:3]=[CH:4][C:5]([C:8]2[O:12][N:11]=[C:10]([CH3:13])[C:9]=2[CH:14]([O:24][Si:25]([C:28]([CH3:31])([CH3:30])[CH3:29])([CH3:27])[CH3:26])[CH2:15][CH2:16][CH2:17][C:18]2[CH:23]=[CH:22][CH:21]=[CH:20][CH:19]=2)=[CH:6][CH:7]=1, predict the reactants needed to synthesize it. The reactants are: [Br:1][C:2]1[CH:7]=[CH:6][C:5]([C:8]2[O:12][N:11]=[C:10]([CH3:13])[C:9]=2[CH:14]([OH:24])[CH2:15][CH2:16][CH2:17][C:18]2[CH:23]=[CH:22][CH:21]=[CH:20][CH:19]=2)=[CH:4][CH:3]=1.[Si:25](Cl)([C:28]([CH3:31])([CH3:30])[CH3:29])([CH3:27])[CH3:26].N1C=CN=C1. (7) Given the product [Cl:12][C:9]1[CH:10]=[N:11][C:2]([CH2:19][C:18]2[CH:21]=[CH:22][CH:23]=[C:16]([C:14]#[N:15])[CH:17]=2)=[C:3]([CH:8]=1)[C:4]([O:6][CH3:7])=[O:5], predict the reactants needed to synthesize it. The reactants are: Cl[C:2]1[N:11]=[CH:10][C:9]([Cl:12])=[CH:8][C:3]=1[C:4]([O:6][CH3:7])=[O:5].[Br-].[C:14]([C:16]1[CH:17]=[C:18]([CH:21]=[CH:22][CH:23]=1)[CH2:19][Zn+])#[N:15].